This data is from Full USPTO retrosynthesis dataset with 1.9M reactions from patents (1976-2016). The task is: Predict the reactants needed to synthesize the given product. (1) Given the product [C:2]([C:4]1[CH:13]=[CH:12][C:7]([C:8]([O:10][CH3:11])=[O:9])=[C:6]([NH:14][CH2:15][CH3:16])[CH:5]=1)#[N:1], predict the reactants needed to synthesize it. The reactants are: [NH2:1][C:2]([C:4]1[CH:13]=[CH:12][C:7]([C:8]([O:10][CH3:11])=[O:9])=[C:6]([NH:14][CH2:15][CH3:16])[CH:5]=1)=O.P(Cl)(Cl)(Cl)=O.O. (2) Given the product [CH3:23][O:24][CH2:25][CH2:26][O:27][CH2:28][O:10][C:7]1[CH:8]=[CH:9][C:4]([N+:1]([O-:3])=[O:2])=[CH:5][CH:6]=1, predict the reactants needed to synthesize it. The reactants are: [N+:1]([C:4]1[CH:9]=[CH:8][C:7]([OH:10])=[CH:6][CH:5]=1)([O-:3])=[O:2].CCN(C(C)C)C(C)C.C(Cl)Cl.[CH2:23](Cl)[O:24][CH2:25][CH2:26][O:27][CH3:28]. (3) Given the product [CH2:1]([O:3][C:4]([C:6]1[NH:7][C:8]2[C:13]([CH:14]=1)=[CH:12][C:11]([O:15][CH:22]1[CH2:23][CH2:24][N:19]([CH:16]([CH3:18])[CH3:17])[CH2:20][CH2:21]1)=[CH:10][CH:9]=2)=[O:5])[CH3:2], predict the reactants needed to synthesize it. The reactants are: [CH2:1]([O:3][C:4]([C:6]1[NH:7][C:8]2[C:13]([CH:14]=1)=[CH:12][C:11]([OH:15])=[CH:10][CH:9]=2)=[O:5])[CH3:2].[CH:16]([N:19]1[CH2:24][CH2:23][CH:22](O)[CH2:21][CH2:20]1)([CH3:18])[CH3:17].C1(P(C2C=CC=CC=2)C2C=CC=CC=2)C=CC=CC=1.CC(OC(/N=N/C(OC(C)(C)C)=O)=O)(C)C. (4) Given the product [CH2:1]([OH:12])[C@H:6]1[O:7][C@H:14]([O:10][C@:3]2([CH2:2][OH:11])[O:7][C@H:6]([CH2:1][OH:12])[C@@H:5]([OH:8])[C@@H:4]2[OH:9])[C@H:15]([OH:17])[C@@H:4]([OH:9])[C@@H:5]1[OH:8], predict the reactants needed to synthesize it. The reactants are: [CH:1]1([OH:12])[CH:6]([OH:7])[CH:5]([OH:8])[CH:4]([OH:9])[CH:3]([OH:10])[CH:2]1[OH:11].N[CH2:14][C:15]([OH:17])=O. (5) Given the product [C:6]([NH:1][CH2:2][C:3]([OH:5])=[O:4])([O:8][CH2:9][CH:10]1[C:11]2[C:16](=[CH:15][CH:14]=[CH:13][CH:12]=2)[C:17]2[C:22]1=[CH:21][CH:20]=[CH:19][CH:18]=2)=[O:7], predict the reactants needed to synthesize it. The reactants are: [NH:1]([C:6]([O:8][CH2:9][CH:10]1[C:22]2[C:17](=[CH:18][CH:19]=[CH:20][CH:21]=2)[C:16]2[C:11]1=[CH:12][CH:13]=[CH:14][CH:15]=2)=[O:7])[CH2:2][C:3]([OH:5])=[O:4].N(C(OCC=C)=O)CC(O)=O.N1CCCCC1.CN(C(ON1N=NC2C=CC=CC1=2)=[N+](C)C)C.[B-](F)(F)(F)F.NC(C1C(OC)=C(C=C([N+]([O-])=O)C=1)OCCCC(O)=O)C.NCC(O)=O. (6) Given the product [Cl:1][C:2]1[N:7]=[C:6]([C:8]2[CH2:15][C:14]([CH3:16])([C:13]([O:18][CH3:19])=[O:17])[O:10][N:9]=2)[CH:5]=[C:4]([CH3:12])[N:3]=1, predict the reactants needed to synthesize it. The reactants are: [Cl:1][C:2]1[N:7]=[C:6]([C:8](Cl)=[N:9][OH:10])[CH:5]=[C:4]([CH3:12])[N:3]=1.[C:13]([O:18][CH3:19])(=[O:17])[C:14]([CH3:16])=[CH2:15].C(=O)([O-])O.[Na+].